Dataset: NCI-60 drug combinations with 297,098 pairs across 59 cell lines. Task: Regression. Given two drug SMILES strings and cell line genomic features, predict the synergy score measuring deviation from expected non-interaction effect. (1) Drug 1: C1CCC(C1)C(CC#N)N2C=C(C=N2)C3=C4C=CNC4=NC=N3. Drug 2: CC=C1C(=O)NC(C(=O)OC2CC(=O)NC(C(=O)NC(CSSCCC=C2)C(=O)N1)C(C)C)C(C)C. Cell line: SK-MEL-5. Synergy scores: CSS=34.9, Synergy_ZIP=-0.529, Synergy_Bliss=-14.0, Synergy_Loewe=-84.3, Synergy_HSA=-24.9. (2) Drug 1: CC12CCC3C(C1CCC2=O)CC(=C)C4=CC(=O)C=CC34C. Drug 2: CC1=C(N=C(N=C1N)C(CC(=O)N)NCC(C(=O)N)N)C(=O)NC(C(C2=CN=CN2)OC3C(C(C(C(O3)CO)O)O)OC4C(C(C(C(O4)CO)O)OC(=O)N)O)C(=O)NC(C)C(C(C)C(=O)NC(C(C)O)C(=O)NCCC5=NC(=CS5)C6=NC(=CS6)C(=O)NCCC[S+](C)C)O. Cell line: DU-145. Synergy scores: CSS=55.1, Synergy_ZIP=-1.63, Synergy_Bliss=0.314, Synergy_Loewe=-0.706, Synergy_HSA=1.31. (3) Drug 1: CCCCCOC(=O)NC1=NC(=O)N(C=C1F)C2C(C(C(O2)C)O)O. Drug 2: C1=CN(C=N1)CC(O)(P(=O)(O)O)P(=O)(O)O. Cell line: SNB-19. Synergy scores: CSS=3.63, Synergy_ZIP=3.95, Synergy_Bliss=6.59, Synergy_Loewe=2.51, Synergy_HSA=2.24. (4) Drug 1: C1=CC(=CC=C1C#N)C(C2=CC=C(C=C2)C#N)N3C=NC=N3. Drug 2: C1=CC=C(C(=C1)C(C2=CC=C(C=C2)Cl)C(Cl)Cl)Cl. Cell line: LOX IMVI. Synergy scores: CSS=-7.01, Synergy_ZIP=2.60, Synergy_Bliss=-4.84, Synergy_Loewe=-7.54, Synergy_HSA=-8.46. (5) Drug 1: CC(CN1CC(=O)NC(=O)C1)N2CC(=O)NC(=O)C2. Drug 2: CC1=C(C(=O)C2=C(C1=O)N3CC4C(C3(C2COC(=O)N)OC)N4)N. Cell line: BT-549. Synergy scores: CSS=21.3, Synergy_ZIP=1.03, Synergy_Bliss=1.73, Synergy_Loewe=1.85, Synergy_HSA=5.36. (6) Drug 1: CNC(=O)C1=NC=CC(=C1)OC2=CC=C(C=C2)NC(=O)NC3=CC(=C(C=C3)Cl)C(F)(F)F. Drug 2: C(CC(=O)O)C(=O)CN.Cl. Cell line: ACHN. Synergy scores: CSS=2.69, Synergy_ZIP=1.72, Synergy_Bliss=5.38, Synergy_Loewe=2.01, Synergy_HSA=0.632. (7) Drug 1: C1CCC(C1)C(CC#N)N2C=C(C=N2)C3=C4C=CNC4=NC=N3. Cell line: SR. Synergy scores: CSS=19.4, Synergy_ZIP=1.59, Synergy_Bliss=-0.699, Synergy_Loewe=-13.8, Synergy_HSA=-3.72. Drug 2: CC1=C(C=C(C=C1)NC(=O)C2=CC=C(C=C2)CN3CCN(CC3)C)NC4=NC=CC(=N4)C5=CN=CC=C5.